This data is from Catalyst prediction with 721,799 reactions and 888 catalyst types from USPTO. The task is: Predict which catalyst facilitates the given reaction. (1) Reactant: CN(C)C=O.[C:6]([O:10][C:11]([C@H:13]1[CH2:15][C@H:14]1[CH:16]1[CH2:20][CH2:19][NH:18][C:17]1=[O:21])=[O:12])([CH3:9])([CH3:8])[CH3:7].[H-].[Na+].[CH2:24](Cl)[C:25]1[CH:30]=[CH:29][CH:28]=[CH:27][CH:26]=1. Product: [CH2:24]([N:18]1[CH2:19][CH2:20][CH:16]([CH:14]2[CH2:15][CH:13]2[C:11]([O:10][C:6]([CH3:9])([CH3:7])[CH3:8])=[O:12])[C:17]1=[O:21])[C:25]1[CH:30]=[CH:29][CH:28]=[CH:27][CH:26]=1. The catalyst class is: 6. (2) Product: [NH2:27][C:24]1[CH:25]=[CH:26][C:21]([C:20]([NH:19][C:7]2[CH:8]=[C:9]([C:11]3[C:12]([O:17][CH3:18])=[N:13][CH:14]=[CH:15][CH:16]=3)[CH:10]=[C:5]([C:1]([CH3:4])([CH3:2])[CH3:3])[C:6]=2[O:31][CH3:32])=[O:30])=[CH:22][CH:23]=1. Reactant: [C:1]([C:5]1[C:6]([O:31][CH3:32])=[C:7]([NH:19][C:20](=[O:30])[C:21]2[CH:26]=[CH:25][C:24]([N+:27]([O-])=O)=[CH:23][CH:22]=2)[CH:8]=[C:9]([C:11]2[C:12]([O:17][CH3:18])=[N:13][CH:14]=[CH:15][CH:16]=2)[CH:10]=1)([CH3:4])([CH3:3])[CH3:2]. The catalyst class is: 582. (3) Reactant: [OH-].[Na+].[CH3:3][O:4][C:5]1[CH:14]=[C:13]([NH:15][CH:16]2[CH2:21][CH2:20][N:19]([CH2:22][C:23]3[CH:28]=[CH:27][CH:26]=[CH:25][CH:24]=3)[CH2:18][CH2:17]2)[CH:12]=[CH:11][C:6]=1[C:7]([O:9]C)=[O:8].O1CCCC1.Cl. Product: [CH2:22]([N:19]1[CH2:20][CH2:21][CH:16]([NH:15][C:13]2[CH:12]=[CH:11][C:6]([C:7]([OH:9])=[O:8])=[C:5]([O:4][CH3:3])[CH:14]=2)[CH2:17][CH2:18]1)[C:23]1[CH:24]=[CH:25][CH:26]=[CH:27][CH:28]=1. The catalyst class is: 5. (4) Reactant: COC(=O)C.[F:6][C:7]([F:21])([C:11]1[CH:12]=[C:13]2[C:18](=[CH:19][CH:20]=1)[N:17]=[CH:16][CH:15]=[CH:14]2)[C:8](O)=[O:9].[NH2:22][NH2:23]. Product: [F:6][C:7]([F:21])([C:11]1[CH:12]=[C:13]2[C:18](=[CH:19][CH:20]=1)[N:17]=[CH:16][CH:15]=[CH:14]2)[C:8]([NH:22][NH2:23])=[O:9]. The catalyst class is: 5. (5) Reactant: [C:1]([C:5]1[NH:22][C:8]2=[C:9]3[C:14](=[C:15]4[CH:20]=[C:19]([F:21])[CH:18]=[CH:17][C:16]4=[C:7]2[N:6]=1)[CH:13]=[N:12][CH:11]=[CH:10]3)([CH3:4])([CH3:3])[CH3:2].ClC1C=CC=C(C(OO)=[O:31])C=1. Product: [C:1]([C:5]1[NH:22][C:8]2=[C:9]3[C:14](=[C:15]4[CH:20]=[C:19]([F:21])[CH:18]=[CH:17][C:16]4=[C:7]2[N:6]=1)[CH:13]=[N+:12]([O-:31])[CH:11]=[CH:10]3)([CH3:4])([CH3:2])[CH3:3]. The catalyst class is: 61. (6) Reactant: C(OC([NH:8][C:9]1[C:10]2[C:14]([CH:15]=[CH:16][CH:17]=1)=[N:13][N:12]1[C:18]([CH:23]3[CH2:28][CH2:27][N:26](C(OC(C)(C)C)=O)[CH2:25][CH2:24]3)=[CH:19][C:20](=[O:22])[NH:21][C:11]=21)=O)(C)(C)C.[ClH:36]. Product: [ClH:36].[NH2:8][C:9]1[C:10]2[C:14]([CH:15]=[CH:16][CH:17]=1)=[N:13][N:12]1[C:18]([CH:23]3[CH2:28][CH2:27][NH:26][CH2:25][CH2:24]3)=[CH:19][C:20](=[O:22])[NH:21][C:11]=21. The catalyst class is: 12.